Dataset: Full USPTO retrosynthesis dataset with 1.9M reactions from patents (1976-2016). Task: Predict the reactants needed to synthesize the given product. (1) Given the product [CH3:37][NH:33][C:18]([C:16]1[CH:15]=[CH:14][C:12]2[N:13]=[C:9]([NH:8][C:6](=[O:7])[C:5]3[CH:4]=[CH:3][C:2]([CH3:1])=[CH:22][CH:21]=3)[S:10][C:11]=2[CH:17]=1)=[O:19], predict the reactants needed to synthesize it. The reactants are: [CH3:1][C:2]1[CH:22]=[CH:21][C:5]([C:6]([N:8]=[C:9]2[NH:13][C:12]3[CH:14]=[CH:15][C:16]([C:18](O)=[O:19])=[CH:17][C:11]=3[S:10]2)=[O:7])=[CH:4][CH:3]=1.Cl.CN.F[P-](F)(F)(F)(F)F.[N:33]1(O[P+](N(C)C)(N(C)C)N(C)C)[C:37]2C=CC=CC=2N=N1.C(N(C(C)C)CC)(C)C. (2) Given the product [C:43]([N:33]1[CH2:34][CH2:35][CH:30]([N:15]2[C:16]3[CH:22]=[C:21]([C:23]4[C:24]([CH3:29])=[N:25][N:26]([CH3:28])[CH:27]=4)[N:20]=[CH:19][C:17]=3[CH2:18][N:13]([C:3]3[C:4]([F:12])=[C:5]([O:10][CH3:11])[CH:6]=[C:7]([O:8][CH3:9])[C:2]=3[F:1])[C:14]2=[O:36])[CH2:31][CH2:32]1)(=[O:45])[CH3:44], predict the reactants needed to synthesize it. The reactants are: [F:1][C:2]1[C:7]([O:8][CH3:9])=[CH:6][C:5]([O:10][CH3:11])=[C:4]([F:12])[C:3]=1[N:13]1[CH2:18][C:17]2[CH:19]=[N:20][C:21]([C:23]3[C:24]([CH3:29])=[N:25][N:26]([CH3:28])[CH:27]=3)=[CH:22][C:16]=2[N:15]([CH:30]2[CH2:35][CH2:34][NH:33][CH2:32][CH2:31]2)[C:14]1=[O:36].N1C=CC=CC=1.[C:43](Cl)(=[O:45])[CH3:44]. (3) Given the product [OH:27][C@@H:24]1[CH2:25][CH2:26][N:22]([C:11]([C:9]2[S:10][C:3]3[C:4](=[N:5][CH:6]=[CH:7][C:2]=3[Cl:1])[CH:8]=2)=[O:13])[CH2:23]1, predict the reactants needed to synthesize it. The reactants are: [Cl:1][C:2]1[CH:7]=[CH:6][N:5]=[C:4]2[CH:8]=[C:9]([C:11]([O-:13])=O)[S:10][C:3]=12.[Li+].S(Cl)(Cl)=O.C(Cl)Cl.[NH:22]1[CH2:26][CH2:25][C@@H:24]([OH:27])[CH2:23]1. (4) Given the product [CH2:1]([N:17]([CH3:15])[C:12](=[O:13])[CH2:11][Cl:10])[C:2]1[CH:3]=[CH:4][CH:5]=[CH:6][CH:7]=1, predict the reactants needed to synthesize it. The reactants are: [CH2:1](CN)[C:2]1[CH:7]=[CH:6][CH:5]=[CH:4][CH:3]=1.[Cl:10][CH2:11][C:12](Cl)=[O:13].[CH2:15]([N:17](CC)CC)C.C([O-])(O)=O.[Na+]. (5) Given the product [Cl:15][C:12]1[CH:13]=[CH:14][C:9]([NH:8][C:6](=[O:7])[C:5]2[CH:22]=[CH:23][C:2]([N:28]3[CH2:29][CH2:30][CH:25]([OH:24])[CH2:26][CH2:27]3)=[N:3][CH:4]=2)=[CH:10][C:11]=1[C:16]1[CH:21]=[CH:20][CH:19]=[CH:18][N:17]=1, predict the reactants needed to synthesize it. The reactants are: Cl[C:2]1[CH:23]=[CH:22][C:5]([C:6]([NH:8][C:9]2[CH:14]=[CH:13][C:12]([Cl:15])=[C:11]([C:16]3[CH:21]=[CH:20][CH:19]=[CH:18][N:17]=3)[CH:10]=2)=[O:7])=[CH:4][N:3]=1.[OH:24][CH:25]1[CH2:30][CH2:29][NH:28][CH2:27][CH2:26]1.